This data is from NCI-60 drug combinations with 297,098 pairs across 59 cell lines. The task is: Regression. Given two drug SMILES strings and cell line genomic features, predict the synergy score measuring deviation from expected non-interaction effect. (1) Drug 1: CC1OCC2C(O1)C(C(C(O2)OC3C4COC(=O)C4C(C5=CC6=C(C=C35)OCO6)C7=CC(=C(C(=C7)OC)O)OC)O)O. Drug 2: CC1=C(C(=CC=C1)Cl)NC(=O)C2=CN=C(S2)NC3=CC(=NC(=N3)C)N4CCN(CC4)CCO. Cell line: RXF 393. Synergy scores: CSS=30.0, Synergy_ZIP=-8.05, Synergy_Bliss=-0.629, Synergy_Loewe=1.15, Synergy_HSA=3.46. (2) Drug 1: COC1=CC(=CC(=C1O)OC)C2C3C(COC3=O)C(C4=CC5=C(C=C24)OCO5)OC6C(C(C7C(O6)COC(O7)C8=CC=CS8)O)O. Drug 2: CN(C(=O)NC(C=O)C(C(C(CO)O)O)O)N=O. Cell line: COLO 205. Synergy scores: CSS=39.7, Synergy_ZIP=-5.37, Synergy_Bliss=-12.2, Synergy_Loewe=-54.3, Synergy_HSA=-9.86. (3) Drug 1: CC1=C(C(=CC=C1)Cl)NC(=O)C2=CN=C(S2)NC3=CC(=NC(=N3)C)N4CCN(CC4)CCO. Drug 2: C1=NC2=C(N1)C(=S)N=CN2. Cell line: SF-268. Synergy scores: CSS=3.59, Synergy_ZIP=8.54, Synergy_Bliss=12.9, Synergy_Loewe=-1.73, Synergy_HSA=-0.00333. (4) Drug 1: C1CCN(CC1)CCOC2=CC=C(C=C2)C(=O)C3=C(SC4=C3C=CC(=C4)O)C5=CC=C(C=C5)O. Drug 2: CCC1(C2=C(COC1=O)C(=O)N3CC4=CC5=C(C=CC(=C5CN(C)C)O)N=C4C3=C2)O.Cl. Cell line: ACHN. Synergy scores: CSS=12.8, Synergy_ZIP=0.764, Synergy_Bliss=-3.73, Synergy_Loewe=-48.2, Synergy_HSA=-5.61. (5) Drug 1: CS(=O)(=O)C1=CC(=C(C=C1)C(=O)NC2=CC(=C(C=C2)Cl)C3=CC=CC=N3)Cl. Drug 2: CC1=C2C(C(=O)C3(C(CC4C(C3C(C(C2(C)C)(CC1OC(=O)C(C(C5=CC=CC=C5)NC(=O)C6=CC=CC=C6)O)O)OC(=O)C7=CC=CC=C7)(CO4)OC(=O)C)O)C)OC(=O)C. Cell line: ACHN. Synergy scores: CSS=20.9, Synergy_ZIP=2.49, Synergy_Bliss=6.92, Synergy_Loewe=-18.3, Synergy_HSA=5.33. (6) Drug 1: C1=CC(=CC=C1CCCC(=O)O)N(CCCl)CCCl. Drug 2: CN1C(=O)N2C=NC(=C2N=N1)C(=O)N. Cell line: UACC62. Synergy scores: CSS=25.3, Synergy_ZIP=-9.24, Synergy_Bliss=-4.39, Synergy_Loewe=-12.8, Synergy_HSA=-6.22. (7) Drug 1: C1CCC(CC1)NC(=O)N(CCCl)N=O. Drug 2: CN1C2=C(C=C(C=C2)N(CCCl)CCCl)N=C1CCCC(=O)O.Cl. Cell line: SF-268. Synergy scores: CSS=39.8, Synergy_ZIP=1.29, Synergy_Bliss=5.06, Synergy_Loewe=-2.28, Synergy_HSA=2.70. (8) Cell line: CCRF-CEM. Drug 2: COC1=NC(=NC2=C1N=CN2C3C(C(C(O3)CO)O)O)N. Drug 1: CC1=C(C(CCC1)(C)C)C=CC(=CC=CC(=CC(=O)O)C)C. Synergy scores: CSS=53.1, Synergy_ZIP=-0.778, Synergy_Bliss=1.19, Synergy_Loewe=-9.18, Synergy_HSA=2.58. (9) Drug 1: CN1CCC(CC1)COC2=C(C=C3C(=C2)N=CN=C3NC4=C(C=C(C=C4)Br)F)OC. Drug 2: CC1=C(C=C(C=C1)C(=O)NC2=CC(=CC(=C2)C(F)(F)F)N3C=C(N=C3)C)NC4=NC=CC(=N4)C5=CN=CC=C5. Cell line: SNB-75. Synergy scores: CSS=5.31, Synergy_ZIP=-2.63, Synergy_Bliss=1.82, Synergy_Loewe=-2.72, Synergy_HSA=0.710.